Task: Predict the reactants needed to synthesize the given product.. Dataset: Full USPTO retrosynthesis dataset with 1.9M reactions from patents (1976-2016) (1) Given the product [Br:1][C:2]1[CH:3]=[CH:4][C:5]2[O:9][C:8]3[CH:10]=[C:11]([S:14]([NH:49][CH2:50][C:51]([O:53][CH3:54])=[O:52])(=[O:16])=[O:15])[CH:12]=[CH:13][C:7]=3[C:6]=2[CH:18]=1, predict the reactants needed to synthesize it. The reactants are: [Br:1][C:2]1[CH:3]=[CH:4][C:5]2[O:9][C:8]3[CH:10]=[C:11]([S:14](Cl)(=[O:16])=[O:15])[CH:12]=[CH:13][C:7]=3[C:6]=2[CH:18]=1.O1C=CC(C2C=CC3OC4C=C(S(N[C@@H](C(C)C)C(O)=O)(=O)=O)C=CC=4C=3C=2)=C1.Cl.[NH2:49][CH2:50][C:51]([O:53][CH3:54])=[O:52].C(N(CC)C(C)C)(C)C. (2) Given the product [NH2:38][C@H:23]1[C@H:24]([OH:30])[C@@H:25]([CH:27]2[CH2:29][CH2:28]2)[CH2:26][N:21]([C:20]2[CH:19]=[CH:18][N:17]=[CH:16][C:15]=2[NH:14][C:12]([C:8]2[CH:7]=[CH:6][C:5]3[C:10](=[CH:11][C:2]([N:54]4[CH2:53][CH2:52][C:51]5([CH2:46][CH2:47][O:48][CH2:49][CH2:50]5)[CH2:56][CH2:55]4)=[CH:3][N:4]=3)[N:9]=2)=[O:13])[CH2:22]1, predict the reactants needed to synthesize it. The reactants are: Br[C:2]1[CH:11]=[C:10]2[C:5]([CH:6]=[CH:7][C:8]([C:12]([NH:14][C:15]3[CH:16]=[N:17][CH:18]=[CH:19][C:20]=3[N:21]3[CH2:26][C@H:25]([CH:27]4[CH2:29][CH2:28]4)[C@@H:24]([O:30][Si](C(C)(C)C)(C)C)[C@H:23]([NH:38]C(=O)OC(C)(C)C)[CH2:22]3)=[O:13])=[N:9]2)=[N:4][CH:3]=1.[CH2:46]1[C:51]2([CH2:56][CH2:55][NH:54][CH2:53][CH2:52]2)[CH2:50][CH2:49][O:48][CH2:47]1. (3) Given the product [Cl:1][C:2]1[N:11]=[CH:10][C:9]2[N:8]([CH2:12][C:13]([CH3:14])([O:15][CH:16]3[CH2:21][CH2:20][CH2:19][CH2:18][O:17]3)[CH3:22])[C:7](=[O:23])[C:6]3([CH3:30])[CH2:24][O:25][CH2:26][CH2:27][N:5]3[C:4]=2[N:3]=1, predict the reactants needed to synthesize it. The reactants are: [Cl:1][C:2]1[N:11]=[CH:10][C:9]2[N:8]([CH2:12][C:13]([CH3:22])([O:15][CH:16]3[CH2:21][CH2:20][CH2:19][CH2:18][O:17]3)[CH3:14])[C:7](=[O:23])[CH:6]3[CH2:24][O:25][CH2:26][CH2:27][N:5]3[C:4]=2[N:3]=1.IC.[CH3:30]C([O-])(C)C.[Na+]. (4) Given the product [CH2:31]([O:30][C:24]1[CH:23]=[C:22]([CH:17]([N:13]2[C:14](=[O:16])[C:15]3[C:11](=[CH:10][CH:9]=[CH:8][C:7]=3[NH:6][C:4]([CH:1]3[CH2:3][CH2:2]3)=[O:5])[CH2:12]2)[CH2:18][C:19]2[O:21][CH:45]=[N:47][N:48]=2)[CH:27]=[CH:26][C:25]=1[O:28][CH3:29])[CH3:32], predict the reactants needed to synthesize it. The reactants are: [CH:1]1([C:4]([NH:6][C:7]2[CH:8]=[CH:9][CH:10]=[C:11]3[C:15]=2[C:14](=[O:16])[N:13]([CH:17]([C:22]2[CH:27]=[CH:26][C:25]([O:28][CH3:29])=[C:24]([O:30][CH2:31][CH3:32])[CH:23]=2)[CH2:18][C:19]([OH:21])=O)[CH2:12]3)=[O:5])[CH2:3][CH2:2]1.C1N=CN(C(N2C=NC=C2)=O)C=1.[CH:45]([NH:47][NH2:48])=O.P(Cl)(Cl)(Cl)=O. (5) The reactants are: COC1C=CC(C(C2C=CC(OC)=CC=2)[O:10][CH:11](C2C=CC=CC=2)[CH:12]2[O:16][CH:15]([N:17]3[CH:22]=[CH:21][C:20](=[O:23])[NH:19][C:18]3=[O:24])[CH:14]([O:25][Si:26]([C:29]([CH3:32])([CH3:31])[CH3:30])([CH3:28])[CH3:27])[CH:13]2[O:33][Si:34]([C:37]([CH3:40])([CH3:39])[CH3:38])([CH3:36])[CH3:35])=CC=1.[CH3:55][O:56][C:57]1[CH:64]=[CH:63][C:60]([CH2:61]Cl)=[CH:59][CH:58]=1.C(OCCl)C1C=CC=CC=1. Given the product [Si:26]([O:25][C@@H:14]1[C@H:13]([O:33][Si:34]([C:37]([CH3:39])([CH3:40])[CH3:38])([CH3:35])[CH3:36])[C@@H:12]([CH2:11][OH:10])[O:16][C@H:15]1[N:17]1[CH:22]=[CH:21][C:20](=[O:23])[N:19]([CH2:61][C:60]2[CH:63]=[CH:64][C:57]([O:56][CH3:55])=[CH:58][CH:59]=2)[C:18]1=[O:24])([C:29]([CH3:31])([CH3:32])[CH3:30])([CH3:28])[CH3:27], predict the reactants needed to synthesize it. (6) Given the product [CH2:1]([C@@:4]1([CH3:25])[CH2:9][C@H:8]([C:10]2[CH:15]=[CH:14][CH:13]=[C:12]([Cl:16])[CH:11]=2)[C@@H:7]([C:17]2[CH:22]=[CH:21][C:20]([Cl:23])=[CH:19][CH:18]=2)[N:6]([CH:1]([CH2:4][CH3:5])[CH2:2][CH3:3])[C:5]1=[O:24])[CH:2]=[CH2:3], predict the reactants needed to synthesize it. The reactants are: [CH2:1]([C@@:4]1([CH3:25])[CH2:9][C@H:8]([C:10]2[CH:15]=[CH:14][CH:13]=[C:12]([Cl:16])[CH:11]=2)[C@@H:7]([C:17]2[CH:22]=[CH:21][C:20]([Cl:23])=[CH:19][CH:18]=2)[NH:6][C:5]1=[O:24])[CH:2]=[CH2:3].[H-].[Na+]. (7) Given the product [CH3:1][C:2]1[CH:7]=[CH:6][CH:5]=[C:4]([CH3:8])[C:3]=1[NH:9][C:10](=[O:22])[CH2:11][N:12]1[CH2:17][CH2:16][N:15]([C:18](=[O:21])[CH2:19][O:30][C:25]2[CH:26]=[CH:27][CH:28]=[CH:29][C:24]=2[Cl:23])[CH2:14][CH2:13]1, predict the reactants needed to synthesize it. The reactants are: [CH3:1][C:2]1[CH:7]=[CH:6][CH:5]=[C:4]([CH3:8])[C:3]=1[NH:9][C:10](=[O:22])[CH2:11][N:12]1[CH2:17][CH2:16][N:15]([C:18](=[O:21])[CH2:19]Cl)[CH2:14][CH2:13]1.[Cl:23][C:24]1[CH:29]=[CH:28][CH:27]=[CH:26][C:25]=1[OH:30].C(=O)([O-])[O-].[K+].[K+]. (8) The reactants are: [F:1][C:2]1[CH:3]=[C:4]([CH:7]=[CH:8][C:9]=1[O:10][CH2:11][CH2:12][CH2:13][N:14]1[CH2:19][CH2:18][N:17]([CH3:20])[CH2:16][CH2:15]1)[CH:5]=O.[CH3:21][C:22]1[CH:27]=[CH:26][CH:25]=[C:24]([NH2:28])[C:23]=1[NH2:29]. Given the product [F:1][C:2]1[CH:3]=[C:4]([C:5]2[NH:28][C:24]3[CH:25]=[CH:26][CH:27]=[C:22]([CH3:21])[C:23]=3[N:29]=2)[CH:7]=[CH:8][C:9]=1[O:10][CH2:11][CH2:12][CH2:13][N:14]1[CH2:19][CH2:18][N:17]([CH3:20])[CH2:16][CH2:15]1, predict the reactants needed to synthesize it.